From a dataset of Peptide-MHC class I binding affinity with 185,985 pairs from IEDB/IMGT. Regression. Given a peptide amino acid sequence and an MHC pseudo amino acid sequence, predict their binding affinity value. This is MHC class I binding data. (1) The peptide sequence is KIKQDVRDKR. The MHC is HLA-A03:01 with pseudo-sequence HLA-A03:01. The binding affinity (normalized) is 0.315. (2) The peptide sequence is RVQILMKTA. The MHC is HLA-A68:02 with pseudo-sequence HLA-A68:02. The binding affinity (normalized) is 0.000230.